This data is from Peptide-MHC class II binding affinity with 134,281 pairs from IEDB. The task is: Regression. Given a peptide amino acid sequence and an MHC pseudo amino acid sequence, predict their binding affinity value. This is MHC class II binding data. (1) The peptide sequence is QAGNNLMMIEQYPYV. The MHC is HLA-DPA10301-DPB10402 with pseudo-sequence HLA-DPA10301-DPB10402. The binding affinity (normalized) is 0.260. (2) The peptide sequence is VNMVRRGVRSLSNKI. The MHC is DRB3_0101 with pseudo-sequence DRB3_0101. The binding affinity (normalized) is 0.230. (3) The peptide sequence is FINSLLKSLLLLNTR. The MHC is H-2-IAb with pseudo-sequence H-2-IAb. The binding affinity (normalized) is 0.0958. (4) The peptide sequence is IFSGNMNIKLKMPMY. The MHC is DRB1_0401 with pseudo-sequence DRB1_0401. The binding affinity (normalized) is 0.106.